This data is from Forward reaction prediction with 1.9M reactions from USPTO patents (1976-2016). The task is: Predict the product of the given reaction. (1) Given the reactants C(OC([NH:8][C@@H:9]([CH2:21][O:22][C:23]1[CH:28]=[C:27]([C:29]#[N:30])[CH:26]=[CH:25][C:24]=1[O:31][CH2:32][C:33]1[CH:38]=[CH:37][CH:36]=[CH:35][CH:34]=1)[CH2:10][C:11]([O:13][CH2:14][C:15]1[CH:20]=[CH:19][CH:18]=[CH:17][CH:16]=1)=[O:12])=O)(C)(C)C.Cl.[N:40]1[CH:45]=[CH:44][C:43]([N:46]2[CH2:51][CH2:50][CH:49]([C:52]([OH:54])=O)[CH2:48][CH2:47]2)=[CH:42][CH:41]=1.C(N(CC)CC)C.C(=O)([O-])[O-].[NH4+].[NH4+].[H][H], predict the reaction product. The product is: [C:29]([C:27]1[CH:26]=[CH:25][C:24]([O:31][CH2:32][C:33]2[CH:34]=[CH:35][CH:36]=[CH:37][CH:38]=2)=[C:23]([CH:28]=1)[O:22][CH2:21][C@H:9]([NH:8][C:52]([CH:49]1[CH2:48][CH2:47][N:46]([C:43]2[CH:42]=[CH:41][N:40]=[CH:45][CH:44]=2)[CH2:51][CH2:50]1)=[O:54])[CH2:10][C:11]([O:13][CH2:14][C:15]1[CH:20]=[CH:19][CH:18]=[CH:17][CH:16]=1)=[O:12])#[N:30]. (2) The product is: [Cl:15][C:12]1[CH:13]=[CH:14][C:9](/[CH:8]=[N:7]/[NH:6][C:4]([C:3]2[CH:20]=[C:21]([N:24]3[CH2:29][CH2:28][CH2:27][CH2:26][CH2:25]3)[CH:22]=[CH:23][C:2]=2[NH:1][C:39](=[O:40])[C:38]2[CH:42]=[CH:43][CH:44]=[C:36]([I:35])[CH:37]=2)=[O:5])=[CH:10][C:11]=1[C:16]([F:19])([F:17])[F:18]. Given the reactants [NH2:1][C:2]1[CH:23]=[CH:22][C:21]([N:24]2[CH2:29][CH2:28][CH2:27][CH2:26][CH2:25]2)=[CH:20][C:3]=1[C:4]([NH:6]/[N:7]=[CH:8]/[C:9]1[CH:14]=[CH:13][C:12]([Cl:15])=[C:11]([C:16]([F:19])([F:18])[F:17])[CH:10]=1)=[O:5].CN(C=O)C.[I:35][C:36]1[CH:37]=[C:38]([CH:42]=[CH:43][CH:44]=1)[C:39](Cl)=[O:40], predict the reaction product.